Dataset: Catalyst prediction with 721,799 reactions and 888 catalyst types from USPTO. Task: Predict which catalyst facilitates the given reaction. (1) Reactant: CS([C:5]1[N:10]=[C:9]([N:11]2[C:15]3[CH:16]=[CH:17][CH:18]=[CH:19][C:14]=3[N:13]=[N:12]2)[CH:8]=[CH:7][N:6]=1)(=O)=O.O.CCO[C:24]([CH3:26])=[O:25]. Product: [N:11]1([C:9]2[CH:8]=[CH:7][N:6]=[C:5]([NH:11][C@H:15]3[CH2:16][CH2:26][C@H:24]([OH:25])[CH2:19][CH2:14]3)[N:10]=2)[C:15]2[CH:16]=[CH:17][CH:18]=[CH:19][C:14]=2[N:13]=[N:12]1. The catalyst class is: 37. (2) Reactant: [Cl:1][C:2]1[CH:3]=[C:4]([S:9](Cl)(=[O:11])=[O:10])[CH:5]=[CH:6][C:7]=1[F:8].C(N(CC)CC)C.[NH2:20][C:21]1[S:25][N:24]=[CH:23][N:22]=1. Product: [Cl:1][C:2]1[CH:3]=[C:4]([S:9]([NH:20][C:21]2[S:25][N:24]=[CH:23][N:22]=2)(=[O:11])=[O:10])[CH:5]=[CH:6][C:7]=1[F:8]. The catalyst class is: 1. (3) Reactant: Cl.[C:2]([C:4]1[N:9]=[CH:8][C:7]([C:10]2[C:22]3[C:21]4[C:16](=[CH:17][CH:18]=[CH:19][CH:20]=4)[N:15]([C:23]4[CH:35]=[CH:34][C:26]([C:27]([O:29]C(C)(C)C)=[O:28])=[C:25]([NH:36][CH2:37][CH2:38][F:39])[CH:24]=4)[C:14]=3[CH:13]=[CH:12][CH:11]=2)=[CH:6][CH:5]=1)#[N:3]. Product: [C:2]([C:4]1[N:9]=[CH:8][C:7]([C:10]2[C:22]3[C:21]4[C:16](=[CH:17][CH:18]=[CH:19][CH:20]=4)[N:15]([C:23]4[CH:35]=[CH:34][C:26]([C:27]([OH:29])=[O:28])=[C:25]([NH:36][CH2:37][CH2:38][F:39])[CH:24]=4)[C:14]=3[CH:13]=[CH:12][CH:11]=2)=[CH:6][CH:5]=1)#[N:3]. The catalyst class is: 12. (4) Reactant: [Cl:1][C:2]1[CH:7]=[CH:6][C:5]([CH:8]([OH:14])[CH2:9][CH2:10][N:11]([CH3:13])[CH3:12])=[CH:4][CH:3]=1.CCN(C(C)C)C(C)C.[CH3:24][O:25][C:26]1[CH:33]=[CH:32][CH:31]=[CH:30][C:27]=1[CH2:28]Cl. Product: [Cl:1][C:2]1[CH:3]=[CH:4][C:5]([CH:8]([O:14][CH2:28][C:27]2[CH:30]=[CH:31][CH:32]=[CH:33][C:26]=2[O:25][CH3:24])[CH2:9][CH2:10][N:11]([CH3:13])[CH3:12])=[CH:6][CH:7]=1. The catalyst class is: 2. (5) The catalyst class is: 133. Reactant: C[Al](C)C.C(O[C:8](=[O:24])[C:9]1[CH:14]=[C:13]([C:15]#[C:16][C:17]2[CH:22]=[CH:21][CH:20]=[C:19]([F:23])[CH:18]=2)[CH:12]=[N:11][CH:10]=1)C.[CH3:25][NH:26][O:27][CH3:28].[C@H](O)(C([O-])=O)[C@@H](O)C([O-])=O.[Na+].[K+]. Product: [F:23][C:19]1[CH:18]=[C:17]([C:16]#[C:15][C:13]2[CH:12]=[N:11][CH:10]=[C:9]([CH:14]=2)[C:8]([N:26]([O:27][CH3:28])[CH3:25])=[O:24])[CH:22]=[CH:21][CH:20]=1. (6) Reactant: [Br:1][C:2]1[N:7]=[C:6]([NH:8][C:9]2[S:10][C:11](Br)=[CH:12][N:13]=2)[CH:5]=[CH:4][CH:3]=1.[C:15]([C:18]1[CH:19]=[C:20]([SH:25])[CH:21]=[CH:22][C:23]=1[CH3:24])([OH:17])=[O:16].C[O-].[Na+]. Product: [Br:1][C:2]1[N:7]=[C:6]([NH:8][C:9]2[S:10][C:11]([S:25][C:20]3[CH:21]=[CH:22][C:23]([CH3:24])=[C:18]([CH:19]=3)[C:15]([OH:17])=[O:16])=[CH:12][N:13]=2)[CH:5]=[CH:4][CH:3]=1. The catalyst class is: 92.